Dataset: NCI-60 drug combinations with 297,098 pairs across 59 cell lines. Task: Regression. Given two drug SMILES strings and cell line genomic features, predict the synergy score measuring deviation from expected non-interaction effect. (1) Drug 1: CC1=CC2C(CCC3(C2CCC3(C(=O)C)OC(=O)C)C)C4(C1=CC(=O)CC4)C. Drug 2: C1=NC(=NC(=O)N1C2C(C(C(O2)CO)O)O)N. Cell line: SK-OV-3. Synergy scores: CSS=3.15, Synergy_ZIP=0.742, Synergy_Bliss=3.02, Synergy_Loewe=2.34, Synergy_HSA=2.25. (2) Drug 1: C1=CC(=CC=C1CCC2=CNC3=C2C(=O)NC(=N3)N)C(=O)NC(CCC(=O)O)C(=O)O. Drug 2: CC(C)(C#N)C1=CC(=CC(=C1)CN2C=NC=N2)C(C)(C)C#N. Cell line: SF-295. Synergy scores: CSS=29.8, Synergy_ZIP=1.73, Synergy_Bliss=0.729, Synergy_Loewe=-2.36, Synergy_HSA=1.82. (3) Drug 1: CC(C1=C(C=CC(=C1Cl)F)Cl)OC2=C(N=CC(=C2)C3=CN(N=C3)C4CCNCC4)N. Drug 2: CC12CCC3C(C1CCC2OP(=O)(O)O)CCC4=C3C=CC(=C4)OC(=O)N(CCCl)CCCl.[Na+]. Cell line: ACHN. Synergy scores: CSS=-5.18, Synergy_ZIP=-2.97, Synergy_Bliss=-10.4, Synergy_Loewe=-15.8, Synergy_HSA=-10.8. (4) Drug 1: C1=NC2=C(N=C(N=C2N1C3C(C(C(O3)CO)O)O)F)N. Drug 2: CCC1(CC2CC(C3=C(CCN(C2)C1)C4=CC=CC=C4N3)(C5=C(C=C6C(=C5)C78CCN9C7C(C=CC9)(C(C(C8N6C)(C(=O)OC)O)OC(=O)C)CC)OC)C(=O)OC)O.OS(=O)(=O)O. Cell line: NCI/ADR-RES. Synergy scores: CSS=19.5, Synergy_ZIP=3.46, Synergy_Bliss=3.69, Synergy_Loewe=-2.26, Synergy_HSA=-1.71.